Dataset: Forward reaction prediction with 1.9M reactions from USPTO patents (1976-2016). Task: Predict the product of the given reaction. Given the reactants CO[C:3]([C:5]1([NH:13][C:14](=[O:25])[CH2:15][C:16]2[CH:21]=[C:20]([Br:22])[C:19]([F:23])=[CH:18][C:17]=2[CH3:24])[CH2:10][CH2:9][N:8]([O:11][CH3:12])[CH2:7][CH2:6]1)=[O:4].CC(C)([O-])C.[K+], predict the reaction product. The product is: [Br:22][C:20]1[C:19]([F:23])=[CH:18][C:17]([CH3:24])=[C:16]([C:15]2[C:14](=[O:25])[NH:13][C:5]3([CH2:10][CH2:9][N:8]([O:11][CH3:12])[CH2:7][CH2:6]3)[C:3]=2[OH:4])[CH:21]=1.